Dataset: Reaction yield outcomes from USPTO patents with 853,638 reactions. Task: Predict the reaction yield, written as a fraction of the theoretical maximum amount of product (1.0 means a 100% yield; for example, 0.34 means a 34% yield). The reactants are [OH:1][C:2]1[CH:9]=[CH:8][CH:7]=[CH:6][C:3]=1[CH:4]=O.[CH3:10][C:11]1[N:12]([C:17]2[N:22]=[CH:21][C:20]([C:23](=[O:25])[CH3:24])=[CH:19][CH:18]=2)[C:13]([CH3:16])=[CH:14][CH:15]=1.Cl. The product is [CH3:10][C:11]1[N:12]([C:17]2[N:22]=[CH:21][C:20]([C:23](=[O:25])/[CH:24]=[CH:4]/[C:3]3[CH:6]=[CH:7][CH:8]=[CH:9][C:2]=3[OH:1])=[CH:19][CH:18]=2)[C:13]([CH3:16])=[CH:14][CH:15]=1. The catalyst is [OH-].[Na+].CCO. The yield is 0.360.